Dataset: Forward reaction prediction with 1.9M reactions from USPTO patents (1976-2016). Task: Predict the product of the given reaction. (1) Given the reactants [ClH:1].[N:2]1([CH2:8][C:9]2[CH:10]=[C:11]3[C:16](=[CH:17][CH:18]=2)[CH2:15][N:14]([CH:19]2[CH2:23][CH2:22][N:21](C(OC(C)(C)C)=O)[CH2:20]2)[CH2:13][CH2:12]3)[CH2:7][CH2:6][CH2:5][CH2:4][CH2:3]1, predict the reaction product. The product is: [ClH:1].[ClH:1].[ClH:1].[N:2]1([CH2:8][C:9]2[CH:10]=[C:11]3[C:16](=[CH:17][CH:18]=2)[CH2:15][N:14]([CH:19]2[CH2:23][CH2:22][NH:21][CH2:20]2)[CH2:13][CH2:12]3)[CH2:7][CH2:6][CH2:5][CH2:4][CH2:3]1. (2) Given the reactants CC([O-])(C)C.[K+].[CH3:7][C:8](=[N:10][OH:11])[CH3:9].[CH3:12][O:13][C:14](=[O:34])[C:15]1[CH:20]=[C:19]([C:21](=[O:23])[CH3:22])[C:18](F)=[C:17]([F:25])[C:16]=1[NH:26][C:27]1[CH:32]=[CH:31][CH:30]=[CH:29][C:28]=1[Cl:33], predict the reaction product. The product is: [CH3:12][O:13][C:14](=[O:34])[C:15]1[CH:20]=[C:19]([C:21](=[O:23])[CH3:22])[C:18]([O:11][N:10]=[C:8]([CH3:9])[CH3:7])=[C:17]([F:25])[C:16]=1[NH:26][C:27]1[CH:32]=[CH:31][CH:30]=[CH:29][C:28]=1[Cl:33]. (3) Given the reactants Br.Cl[C:3]1[N:8]=[C:7]2[N:9]([CH2:13][C:14]([CH3:17])([CH3:16])[CH3:15])[C:10]([NH2:12])=[N:11][C:6]2=[CH:5][CH:4]=1.C(O)CCC.C(N(C(C)C)CC)(C)C.[F:32][C:33]1[CH:40]=[CH:39][C:36]([CH:37]=[CH2:38])=[CH:35][CH:34]=1, predict the reaction product. The product is: [CH3:15][C:14]([CH3:17])([CH3:16])[CH2:13][N:9]1[C:7]2=[N:8][C:3](/[CH:38]=[CH:37]/[C:36]3[CH:39]=[CH:40][C:33]([F:32])=[CH:34][CH:35]=3)=[CH:4][CH:5]=[C:6]2[N:11]=[C:10]1[NH2:12]. (4) Given the reactants C1CO[C:8]23OCCO[C:3]2([C@:4]2([CH2:27][CH2:26][C@H:25]4[C@@H:15]([CH2:16]/[C:17](=[N:28]\[O:29][CH2:30][CH3:31])/[CH:18]5[C@:23]4([CH3:24])[CH2:22][CH2:21][CH2:20][CH2:19]5)[C@@H:6]2[CH2:7]3)[CH3:5])[O:2]1.C([C@@H]1C2[C@](C)(CCC(=[O:52])C2)[C@@H]2[C@H]([C@H]3[C@@](CC2)(C)C(=O)CC3)C1)#N, predict the reaction product. The product is: [CH2:30]([O:29]/[N:28]=[C:17]1\[CH2:16][C@@H:15]2[C@@H:25]([C@:23]3([CH3:24])[CH:18]\1[CH2:19][C:20](=[O:52])[CH2:21][CH2:22]3)[CH2:26][CH2:27][C@@:4]1([CH3:5])[C@H:6]2[CH2:7][CH2:8][C:3]1=[O:2])[CH3:31]. (5) Given the reactants [N+:1]([C:4]1[CH:5]=[C:6]([CH:9]=[CH:10][CH:11]=1)[CH2:7]Cl)([O-:3])=[O:2].[C-:12]#[N:13].[K+], predict the reaction product. The product is: [N+:1]([C:4]1[CH:5]=[C:6]([CH2:7][C:12]#[N:13])[CH:9]=[CH:10][CH:11]=1)([O-:3])=[O:2]. (6) Given the reactants [NH2:1][C:2]1[C:11]2[C:6](=[CH:7][CH:8]=[CH:9][CH:10]=2)[CH:5]=[CH:4][C:3]=1[C:12]([OH:21])([C:17]([F:20])([F:19])[F:18])[C:13]([F:16])([F:15])[F:14].[C:22](O[C:22](=[O:25])[CH2:23][CH3:24])(=[O:25])[CH2:23][CH3:24], predict the reaction product. The product is: [F:20][C:17]([F:18])([F:19])[C:12]([C:3]1[CH:4]=[CH:5][C:6]2[C:11](=[CH:10][CH:9]=[CH:8][CH:7]=2)[C:2]=1[NH:1][C:22](=[O:25])[CH2:23][CH3:24])([OH:21])[C:13]([F:14])([F:15])[F:16]. (7) Given the reactants [OH:1][C@@H:2]1[CH2:7][C@@H:6]([OH:8])[C@H:5]([CH3:9])[O:4][C@H:3]1[O:10][C@H:11]([CH3:34])[CH2:12][CH2:13][C:14]([O:16][C@H:17]([C:28]1[CH:33]=[CH:32][CH:31]=[CH:30][CH:29]=1)[CH2:18][NH:19][C:20](=[O:27])[CH2:21][CH2:22][C:23]([O:25]C)=[O:24])=[O:15].[Li+].[OH-].O.C(O)(=O)C, predict the reaction product. The product is: [OH:1][C@@H:2]1[CH2:7][C@@H:6]([OH:8])[C@H:5]([CH3:9])[O:4][C@H:3]1[O:10][C@H:11]([CH3:34])[CH2:12][CH2:13][C:14]([O:16][C@H:17]([C:28]1[CH:29]=[CH:30][CH:31]=[CH:32][CH:33]=1)[CH2:18][NH:19][C:20](=[O:27])[CH2:21][CH2:22][C:23]([OH:25])=[O:24])=[O:15]. (8) Given the reactants [I:1][C:2]1[CH:8]=[CH:7][C:5]([NH2:6])=[CH:4][CH:3]=1.CCN(CC)CC.[N:16]1([S:22](Cl)(=[O:24])=[O:23])[CH2:21][CH2:20][O:19][CH2:18][CH2:17]1, predict the reaction product. The product is: [I:1][C:2]1[CH:8]=[CH:7][C:5]([NH:6][S:22]([N:16]2[CH2:21][CH2:20][O:19][CH2:18][CH2:17]2)(=[O:24])=[O:23])=[CH:4][CH:3]=1. (9) Given the reactants [CH3:1][O:2][C:3](=[O:32])[CH:4]([NH:17][C:18]([C:20]1[CH:25]=[CH:24][C:23]([C:26]2[CH:31]=[CH:30][CH:29]=[CH:28][CH:27]=2)=[CH:22][CH:21]=1)=O)[C:5](=O)[C:6]1[CH:11]=[CH:10][CH:9]=[C:8]([C:12]([F:15])([F:14])[F:13])[CH:7]=1.C([O-])(=O)C.[NH4+:37].C(O)(=O)C, predict the reaction product. The product is: [CH3:1][O:2][C:3]([C:4]1[NH:17][C:18]([C:20]2[CH:25]=[CH:24][C:23]([C:26]3[CH:31]=[CH:30][CH:29]=[CH:28][CH:27]=3)=[CH:22][CH:21]=2)=[N:37][C:5]=1[C:6]1[CH:11]=[CH:10][CH:9]=[C:8]([C:12]([F:15])([F:14])[F:13])[CH:7]=1)=[O:32]. (10) The product is: [F:25][C:23]1[CH:22]=[C:21]([C:26]2[CH:31]=[CH:30][N:29]=[C:28]([N:32]3[CH2:37][CH2:36][N:35]([C:8]([NH:7][C:3]4[CH:2]=[N:1][CH:6]=[CH:5][CH:4]=4)=[O:15])[CH2:34][CH2:33]3)[N:27]=2)[CH:20]=[C:19]([F:18])[CH:24]=1. Given the reactants [N:1]1[CH:6]=[CH:5][CH:4]=[C:3]([NH:7][C:8](=[O:15])OCC(Cl)(Cl)Cl)[CH:2]=1.Cl.Cl.[F:18][C:19]1[CH:20]=[C:21]([C:26]2[CH:31]=[CH:30][N:29]=[C:28]([N:32]3[CH2:37][CH2:36][NH:35][CH2:34][CH2:33]3)[N:27]=2)[CH:22]=[C:23]([F:25])[CH:24]=1, predict the reaction product.